Predict the reactants needed to synthesize the given product. From a dataset of Full USPTO retrosynthesis dataset with 1.9M reactions from patents (1976-2016). (1) Given the product [Cl:15][C:12]1[CH:13]=[CH:14][C:9]([NH:8][C:6](=[O:7])[C:5]2[CH:22]=[CH:23][C:2]([NH:28][S:25]([CH3:24])(=[O:27])=[O:26])=[N:3][CH:4]=2)=[CH:10][C:11]=1[C:16]1[CH:21]=[CH:20][CH:19]=[CH:18][N:17]=1, predict the reactants needed to synthesize it. The reactants are: Cl[C:2]1[CH:23]=[CH:22][C:5]([C:6]([NH:8][C:9]2[CH:14]=[CH:13][C:12]([Cl:15])=[C:11]([C:16]3[CH:21]=[CH:20][CH:19]=[CH:18][N:17]=3)[CH:10]=2)=[O:7])=[CH:4][N:3]=1.[CH3:24][S:25]([NH2:28])(=[O:27])=[O:26]. (2) Given the product [OH:1][CH:2]1[CH2:3][CH2:4][CH:5]([C:8]([N:13]([O:14][CH3:15])[CH3:12])=[O:10])[CH2:6][CH2:7]1, predict the reactants needed to synthesize it. The reactants are: [OH:1][CH:2]1[CH2:7][CH2:6][CH:5]([C:8]([OH:10])=O)[CH2:4][CH2:3]1.Cl.[CH3:12][NH:13][O:14][CH3:15].Cl.CN(C)CCCN=C=NCC.ON1C2C=CC=CC=2N=N1.C(N(CC)C(C)C)(C)C. (3) Given the product [CH3:20][N:4]1[C:3](=[O:21])[C:2]([C:24]2[CH:25]=[CH:26][S:22][CH:23]=2)=[C:7]([CH3:8])[N:6]([C:9]2[CH:14]=[CH:13][CH:12]=[C:11]([C:15]([F:18])([F:17])[F:16])[CH:10]=2)[C:5]1=[O:19], predict the reactants needed to synthesize it. The reactants are: I[C:2]1[C:3](=[O:21])[N:4]([CH3:20])[C:5](=[O:19])[N:6]([C:9]2[CH:14]=[CH:13][CH:12]=[C:11]([C:15]([F:18])([F:17])[F:16])[CH:10]=2)[C:7]=1[CH3:8].[S:22]1[CH:26]=[CH:25][CH:24]=[C:23]1B(O)O.C(=O)([O-])[O-].[Na+].[Na+].O. (4) Given the product [ClH:37].[CH:1]1([C:4]2[N:8]([C:9]3[CH:10]=[CH:11][C:12]([NH:15][C:16]([C:18]4[CH:19]=[CH:20][N:21]=[CH:22][CH:23]=4)=[O:17])=[CH:13][CH:14]=3)[N:7]=[C:6]([C:24]([F:25])([F:26])[F:27])[CH:5]=2)[CH2:3][CH2:2]1, predict the reactants needed to synthesize it. The reactants are: [CH:1]1([C:4]2[N:8]([C:9]3[CH:14]=[CH:13][C:12]([NH:15][C:16]([C:18]4[CH:23]=[CH:22][N:21]=[CH:20][CH:19]=4)=[O:17])=[CH:11][CH:10]=3)[N:7]=[C:6]([C:24]([F:27])([F:26])[F:25])[CH:5]=2)[CH2:3][CH2:2]1.N1C=CC(C(O)=O)=CC=1.[ClH:37]. (5) Given the product [C:21]([N:9]1[C:10]2[C:6](=[C:5]([O:4][C:1](=[O:3])[CH3:2])[CH:13]=[CH:12][CH:11]=2)[CH2:7][C:8]1=[O:14])(=[O:23])[CH3:22], predict the reactants needed to synthesize it. The reactants are: [C:1]([O:4][C:5]1[CH:13]=[CH:12][CH:11]=[C:10]2[C:6]=1[CH2:7][C:8](=[O:14])[NH:9]2)(=[O:3])[CH3:2].C(=O)([O-])[O-].[Na+].[Na+].[C:21](OC(=O)C)(=[O:23])[CH3:22]. (6) Given the product [O:25]1[C:30]2[CH:31]=[CH:32][CH:33]=[C:34]([N:35]3[C:5]([C:7]4[C:12](=[O:13])[CH:11]=[CH:10][N:9]([C:14]5[CH:19]=[CH:18][CH:17]=[C:16]([S:20]([CH3:23])(=[O:22])=[O:21])[CH:15]=5)[N:8]=4)=[CH:4][CH:3]=[N:2]3)[C:29]=2[O:28][CH2:27][CH2:26]1, predict the reactants needed to synthesize it. The reactants are: C[N:2](C)/[CH:3]=[CH:4]/[C:5]([C:7]1[C:12](=[O:13])[CH:11]=[CH:10][N:9]([C:14]2[CH:19]=[CH:18][CH:17]=[C:16]([S:20]([CH3:23])(=[O:22])=[O:21])[CH:15]=2)[N:8]=1)=O.[O:25]1[C:30]2[CH:31]=[CH:32][CH:33]=[C:34]([NH:35]N)[C:29]=2[O:28][CH2:27][CH2:26]1. (7) The reactants are: Br[C:2]1[CH:27]=[N:26][C:5]2[N:6]=[C:7]([N:13]3[CH2:16][CH:15]([N:17]([CH3:25])[C:18](=[O:24])[O:19][C:20]([CH3:23])([CH3:22])[CH3:21])[CH2:14]3)[C:8]3[N:9]([CH:10]=[N:11][N:12]=3)[C:4]=2[CH:3]=1.[Si:28]([C:32]#[CH:33])([CH3:31])([CH3:30])[CH3:29].CN(C=O)C.C(Cl)Cl. Given the product [CH3:25][N:17]([CH:15]1[CH2:16][N:13]([C:7]2[C:8]3[N:9]([CH:10]=[N:11][N:12]=3)[C:4]3[CH:3]=[C:2]([C:33]#[C:32][Si:28]([CH3:31])([CH3:30])[CH3:29])[CH:27]=[N:26][C:5]=3[N:6]=2)[CH2:14]1)[C:18](=[O:24])[O:19][C:20]([CH3:23])([CH3:22])[CH3:21], predict the reactants needed to synthesize it. (8) Given the product [C:20]1([CH:24]2[C:25]3[N:16]=[C:14]([NH:13][C:10]4[CH:9]=[CH:8][C:7]([C:4]5[CH:3]=[CH:2][N:1]=[CH:6][CH:5]=5)=[CH:12][CH:11]=4)[S:15][C:26]=3[CH2:27][CH2:28][CH2:29]2)[CH:21]=[CH:22][CH:23]=[CH:18][CH:19]=1, predict the reactants needed to synthesize it. The reactants are: [N:1]1[CH:6]=[CH:5][C:4]([C:7]2[CH:12]=[CH:11][C:10]([NH:13][C:14]([NH2:16])=[S:15])=[CH:9][CH:8]=2)=[CH:3][CH:2]=1.Br[CH:18]1[CH2:23][CH2:22][CH2:21][CH:20]([C:24]2[CH:29]=[CH:28][CH:27]=[CH:26][CH:25]=2)[C:19]1=O. (9) Given the product [Br:3][C:4]1[CH:5]=[C:6]([N:11]2[CH2:15][CH2:14][CH2:13][C:12]2=[O:17])[CH:7]=[CH:8][C:9]=1[F:10], predict the reactants needed to synthesize it. The reactants are: [H-].[Na+].[Br:3][C:4]1[CH:5]=[C:6]([NH:11][C:12](=[O:17])[CH2:13][CH2:14][CH2:15]Cl)[CH:7]=[CH:8][C:9]=1[F:10].